From a dataset of Reaction yield outcomes from USPTO patents with 853,638 reactions. Predict the reaction yield, written as a fraction of the theoretical maximum amount of product (1.0 means a 100% yield; for example, 0.34 means a 34% yield). (1) The catalyst is CC(C)=O. The yield is 1.00. The product is [C:3]([O:5][CH2:6][CH2:7][O:17][C:14]1[CH:15]=[CH:16][C:11]([N+:8]([O-:10])=[O:9])=[C:12]([C:18]([F:19])([F:20])[F:21])[CH:13]=1)(=[O:4])[CH3:2]. The reactants are Br[CH2:2][C:3]([O:5][CH2:6][CH3:7])=[O:4].[N+:8]([C:11]1[CH:16]=[CH:15][C:14]([OH:17])=[CH:13][C:12]=1[C:18]([F:21])([F:20])[F:19])([O-:10])=[O:9].C(=O)([O-])[O-].[K+].[K+].Cl. (2) The reactants are [F:1][C:2]1[CH:7]=[CH:6][C:5]([Mg]Br)=[CH:4][CH:3]=1.[N:10]12[CH2:17][CH2:16][C:13]([C:18]([O:20]CC)=O)([CH2:14][CH2:15]1)[CH2:12][CH2:11]2. The catalyst is C1COCC1. The product is [N:10]12[CH2:11][CH2:12][C:13]([C:18]([C:5]3[CH:6]=[CH:7][C:2]([F:1])=[CH:3][CH:4]=3)([C:5]3[CH:6]=[CH:7][C:2]([F:1])=[CH:3][CH:4]=3)[OH:20])([CH2:14][CH2:15]1)[CH2:16][CH2:17]2. The yield is 0.889. (3) The reactants are Br[C:2]1[CH:7]=[CH:6][N:5]=[C:4]([C:8]([NH:10][C:11]2[CH:16]=[CH:15][CH:14]=[C:13]([C:17]3[N:21]([CH:22]4[CH2:24][CH2:23]4)[CH:20]=[N:19][CH:18]=3)[CH:12]=2)=[O:9])[CH:3]=1.B(O)O.C(=O)([O-])[O-].[K+].[K+]. The catalyst is C1(C)C=CC=CC=1. The product is [CH:22]1([N:21]2[C:17]([C:13]3[CH:12]=[C:11]([NH:10][C:8]([C:4]4[CH:3]=[C:2]([C:3]5[CH:4]=[N:5][CH:6]=[CH:7][CH:2]=5)[CH:7]=[CH:6][N:5]=4)=[O:9])[CH:16]=[CH:15][CH:14]=3)=[CH:18][N:19]=[CH:20]2)[CH2:24][CH2:23]1. The yield is 0.230. (4) The product is [Cl:1][C:2]1[CH:3]=[C:4]2[C:9](=[CH:10][C:11]=1[O:12][C:13]1[CH:14]=[CH:15][C:16]([C:19](=[O:29])[NH:20][CH:21]3[CH2:22][CH2:23][C:24]([CH3:28])([CH3:27])[CH2:25][CH2:26]3)=[CH:17][CH:18]=1)[O:8][CH2:7][CH2:6][CH:5]2[C:30]([OH:32])=[O:31]. The reactants are [Cl:1][C:2]1[CH:3]=[C:4]2[C:9](=[CH:10][C:11]=1[O:12][C:13]1[CH:18]=[CH:17][C:16]([C:19](=[O:29])[NH:20][CH:21]3[CH2:26][CH2:25][C:24]([CH3:28])([CH3:27])[CH2:23][CH2:22]3)=[CH:15][CH:14]=1)[O:8][CH2:7][CH2:6][CH:5]2[C:30]([O:32]CC)=[O:31].[OH-].[Na+]. The catalyst is C1COCC1.CCO. The yield is 0.800. (5) The reactants are [O:1]1[CH2:6][CH2:5][N:4]([C:7]2[N:12]=[C:11]([O:13][C:14]3[CH:18]=[CH:17][S:16][C:15]=3[C:19]([O:21]C)=[O:20])[CH:10]=[CH:9][N:8]=2)[CH2:3][CH2:2]1.Cl. The catalyst is C1COCC1.[OH-].[Na+]. The product is [O:1]1[CH2:2][CH2:3][N:4]([C:7]2[N:12]=[C:11]([O:13][C:14]3[CH:18]=[CH:17][S:16][C:15]=3[C:19]([OH:21])=[O:20])[CH:10]=[CH:9][N:8]=2)[CH2:5][CH2:6]1. The yield is 1.00. (6) The reactants are [CH3:1][C:2]1[N:10]([C:11]([C:13]2[CH:14]=[CH:15][C:16]([Cl:19])=[CH:17][CH:18]=2)=[O:12])[C:9]2[CH:8]=[CH:7][C:6]([O:20][CH3:21])=[CH:5][C:4]=2[C:3]=1[CH2:22][C:23]([OH:25])=O.C(N[CH:34]([NH2:38])[CH2:35][CH2:36][CH3:37])(OC(C)(C)C)=O.Cl.C([N:42]=C=NCCCN(C)C)C.ON1C2C=CC=CC=2N=N1.CN(C1C=CC=CN=1)C.CCN(C(C)C)C(C)C.Cl. The catalyst is ClCCl.CN(C)C=O. The product is [ClH:19].[NH2:42][CH2:37][CH2:36][CH2:35][CH2:34][NH:38][C:23](=[O:25])[CH2:22][C:3]1[C:4]2[C:9](=[CH:8][CH:7]=[C:6]([O:20][CH3:21])[CH:5]=2)[N:10]([C:11](=[O:12])[C:13]2[CH:14]=[CH:15][C:16]([Cl:19])=[CH:17][CH:18]=2)[C:2]=1[CH3:1]. The yield is 0.980. (7) The reactants are [Cl-].O[NH3+:3].[C:4](=[O:7])([O-])[OH:5].[Na+].CS(C)=O.[CH2:13]([C:17]1[N:18]=[C:19]([CH2:48][CH2:49][CH3:50])[N:20]([C:39]2[CH:40]=[CH:41][C:42]3[O:46][CH2:45][CH2:44][C:43]=3[CH:47]=2)[C:21](=[O:38])[C:22]=1[CH2:23][C:24]1[CH:29]=[CH:28][C:27]([C:30]2[C:31]([C:36]#[N:37])=[CH:32][CH:33]=[CH:34][CH:35]=2)=[CH:26][CH:25]=1)[CH2:14][CH2:15][CH3:16]. The catalyst is C(OCC)(=O)C. The product is [CH2:13]([C:17]1[N:18]=[C:19]([CH2:48][CH2:49][CH3:50])[N:20]([C:39]2[CH:40]=[CH:41][C:42]3[O:46][CH2:45][CH2:44][C:43]=3[CH:47]=2)[C:21](=[O:38])[C:22]=1[CH2:23][C:24]1[CH:25]=[CH:26][C:27]([C:30]2[CH:35]=[CH:34][CH:33]=[CH:32][C:31]=2[C:36]2[NH:3][C:4](=[O:7])[O:5][N:37]=2)=[CH:28][CH:29]=1)[CH2:14][CH2:15][CH3:16]. The yield is 0.920.